Dataset: Full USPTO retrosynthesis dataset with 1.9M reactions from patents (1976-2016). Task: Predict the reactants needed to synthesize the given product. (1) Given the product [F:1][C:2]([F:10])([F:9])[C:3]([CH3:8])([CH3:7])[C:4]([NH2:14])=[O:5], predict the reactants needed to synthesize it. The reactants are: [F:1][C:2]([F:10])([F:9])[C:3]([CH3:8])([CH3:7])[C:4](O)=[O:5].C(C1NC=CN=1)(C1[NH:14]C=CN=1)=O.N.C(OCC)C. (2) Given the product [NH2:6][C:7]1[CH:8]=[C:9]([C:13]2[N:14]=[C:15]([CH3:36])[S:16][C:17]=2[C:18]2[CH:23]=[CH:22][N:21]=[C:20]([NH:24][C:25]3[CH:34]=[C:33]4[C:28]([CH2:29][CH2:30][N:31]([CH3:35])[CH2:32]4)=[CH:27][CH:26]=3)[N:19]=2)[CH:10]=[CH:11][CH:12]=1, predict the reactants needed to synthesize it. The reactants are: C(OC(=O)[NH:6][C:7]1[CH:12]=[CH:11][CH:10]=[C:9]([C:13]2[N:14]=[C:15]([CH3:36])[S:16][C:17]=2[C:18]2[CH:23]=[CH:22][N:21]=[C:20]([NH:24][C:25]3[CH:34]=[C:33]4[C:28]([CH2:29][CH2:30][N:31]([CH3:35])[CH2:32]4)=[CH:27][CH:26]=3)[N:19]=2)[CH:8]=1)C=C.C([SnH](CCCC)CCCC)CCC.O. (3) Given the product [NH2:12][C:8]1[C:7]2[N:13]=[C:14]([CH2:16][CH2:17][CH3:18])[S:15][C:6]=2[C:5]2[CH:4]=[CH:3][C:2]([C:23]3[CH:24]=[CH:25][CH:26]=[CH:27][C:22]=3[C:20]([NH2:19])=[O:21])=[CH:11][C:10]=2[N:9]=1, predict the reactants needed to synthesize it. The reactants are: Br[C:2]1[CH:3]=[CH:4][C:5]2[C:6]3[S:15][C:14]([CH2:16][CH2:17][CH3:18])=[N:13][C:7]=3[C:8]([NH2:12])=[N:9][C:10]=2[CH:11]=1.[NH2:19][C:20]([C:22]1[CH:27]=[CH:26][CH:25]=[CH:24][C:23]=1B(O)O)=[O:21]. (4) Given the product [CH3:30][O:29][C:26]1[N:25]=[CH:24][C:23]([C@H:20]([NH:19][C:2]2[C:3]3[CH2:11][N:10]([C:12]4[CH:17]=[CH:16][C:15]([CH3:18])=[CH:14][N:13]=4)[CH2:9][CH2:8][C:4]=3[N:5]=[CH:6][N:7]=2)[CH2:21][OH:22])=[CH:28][CH:27]=1, predict the reactants needed to synthesize it. The reactants are: Cl[C:2]1[C:3]2[CH2:11][N:10]([C:12]3[CH:17]=[CH:16][C:15]([CH3:18])=[CH:14][N:13]=3)[CH2:9][CH2:8][C:4]=2[N:5]=[CH:6][N:7]=1.[NH2:19][C@@H:20]([C:23]1[CH:24]=[N:25][C:26]([O:29][CH3:30])=[CH:27][CH:28]=1)[CH2:21][OH:22].C(N(CC)C(C)C)(C)C. (5) Given the product [C:1]([O:5][C:6]([N:8]1[CH2:16][C:15]2[C:10](=[CH:11][C:12]([S:31][CH2:29][CH3:30])=[C:13]([Cl:17])[CH:14]=2)[CH2:9]1)=[O:7])([CH3:4])([CH3:3])[CH3:2], predict the reactants needed to synthesize it. The reactants are: [C:1]([O:5][C:6]([N:8]1[CH2:16][C:15]2[C:10](=[CH:11][C:12](I)=[C:13]([Cl:17])[CH:14]=2)[CH2:9]1)=[O:7])([CH3:4])([CH3:3])[CH3:2].C(O)CO.C(=O)([O-])[O-].[Cs+].[Cs+].[CH2:29]([SH:31])[CH3:30]. (6) Given the product [ClH:26].[N:19]12[CH2:20][CH2:21][CH:22]([CH2:23][CH2:24]1)[C@@H:17]([NH:16][C:14]([C:11]1[S:10][C:9]([NH:7][CH3:6])=[N:13][CH:12]=1)=[O:15])[CH2:18]2, predict the reactants needed to synthesize it. The reactants are: C(O[C:6](=O)[N:7]([C:9]1[S:10][C:11]([C:14]([NH:16][C@@H:17]2[CH:22]3[CH2:23][CH2:24][N:19]([CH2:20][CH2:21]3)[CH2:18]2)=[O:15])=[CH:12][N:13]=1)C)(C)(C)C.[ClH:26].O1CCOCC1.